From a dataset of Forward reaction prediction with 1.9M reactions from USPTO patents (1976-2016). Predict the product of the given reaction. (1) Given the reactants [CH:1]([C:3]1[C:11]2[C:6](=[CH:7][CH:8]=[CH:9][CH:10]=2)[N:5]([C:12]([O:14][C:15]([CH3:18])([CH3:17])[CH3:16])=[O:13])[CH:4]=1)=[O:2].[BH4-].[Na+], predict the reaction product. The product is: [OH:2][CH2:1][C:3]1[C:11]2[C:6](=[CH:7][CH:8]=[CH:9][CH:10]=2)[N:5]([C:12]([O:14][C:15]([CH3:18])([CH3:17])[CH3:16])=[O:13])[CH:4]=1. (2) Given the reactants [ClH:1].C(N(CC)CCNC(C1C=CC2C(=CC=C(I)C=2)C=1)=O)C.[CH2:23]([N:25]([CH2:41][CH3:42])[CH2:26][CH2:27][NH:28][C:29]([C:31]1[NH:32][C:33]2[C:38]([CH:39]=1)=[CH:37][C:36]([I:40])=[CH:35][CH:34]=2)=[O:30])[CH3:24].[K+].[Br-], predict the reaction product. The product is: [ClH:1].[CH2:41]([N:25]([CH2:23][CH3:24])[CH2:26][CH2:27][NH:28][C:29]([C:31]1[NH:32][C:33]2[C:38]([CH:39]=1)=[CH:37][C:36]([I:40])=[CH:35][CH:34]=2)=[O:30])[CH3:42].